Dataset: Reaction yield outcomes from USPTO patents with 853,638 reactions. Task: Predict the reaction yield, written as a fraction of the theoretical maximum amount of product (1.0 means a 100% yield; for example, 0.34 means a 34% yield). (1) The reactants are [NH2:1][C@@H:2]([CH2:20][C:21]1[CH:26]=[C:25]([F:27])[CH:24]=[C:23]([F:28])[CH:22]=1)[C@H:3]([OH:19])[CH2:4][NH:5][CH:6]1[C:15]2[C:10](=[CH:11][CH:12]=[C:13]([CH2:16][CH3:17])[CH:14]=2)[N:9]([CH3:18])[CH2:8][CH2:7]1.[C:29](N1C=CN=C1)(=[O:31])[CH3:30]. The catalyst is ClCCl. The product is [F:27][C:25]1[CH:26]=[C:21]([CH:22]=[C:23]([F:28])[CH:24]=1)[CH2:20][C@H:2]([NH:1][C:29](=[O:31])[CH3:30])[C@H:3]([OH:19])[CH2:4][NH:5][CH:6]1[C:15]2[C:10](=[CH:11][CH:12]=[C:13]([CH2:16][CH3:17])[CH:14]=2)[N:9]([CH3:18])[CH2:8][CH2:7]1. The yield is 0.480. (2) The reactants are [F:1][C:2]1[CH:7]=[CH:6][C:5]([CH2:8][CH2:9][NH2:10])=[CH:4][C:3]=1[O:11][CH2:12][C:13]([F:16])([F:15])[F:14].[O:17]1[CH2:21][CH2:20][CH:19]([CH:22]=O)[CH2:18]1.[BH-](OC(C)=O)(OC(C)=O)OC(C)=O.[Na+].C([O-])(O)=O.[Na+]. The yield is 0.440. The catalyst is ClCCl. The product is [F:1][C:2]1[CH:7]=[CH:6][C:5]([CH2:8][CH2:9][NH:10][CH2:22][CH:19]2[CH2:20][CH2:21][O:17][CH2:18]2)=[CH:4][C:3]=1[O:11][CH2:12][C:13]([F:15])([F:14])[F:16]. (3) The reactants are [N+:1]([C:4]1[CH:11]=[CH:10][CH:9]=[CH:8][C:5]=1[CH:6]=O)([O-:3])=[O:2].[S:12]1[CH2:16][C:15](=[O:17])[NH:14][C:13]1=[O:18].C([O-])(=O)C.[Na+].O. The catalyst is C(O)(=O)C. The product is [N+:1]([C:4]1[CH:11]=[CH:10][CH:9]=[CH:8][C:5]=1[CH:6]=[C:16]1[S:12][C:13](=[O:18])[NH:14][C:15]1=[O:17])([O-:3])=[O:2]. The yield is 0.630. (4) The reactants are [CH3:1][O:2][C:3]1[CH:4]=[N:5][CH:6]=[C:7]([O:9][CH3:10])[CH:8]=1.[Br:11]N1C(=O)CCC1=O. The catalyst is CC#N. The product is [Br:11][C:4]1[C:3]([O:2][CH3:1])=[CH:8][C:7]([O:9][CH3:10])=[CH:6][N:5]=1. The yield is 0.700.